Task: Predict which catalyst facilitates the given reaction.. Dataset: Catalyst prediction with 721,799 reactions and 888 catalyst types from USPTO (1) Reactant: C1COCC1.II.[Cl:8][C:9]1[CH:14]=[CH:13][C:12]([NH:15][C:16](=[S:25])[CH2:17][CH2:18][CH:19]2[CH2:24][CH2:23][CH2:22][CH:21]=[CH:20]2)=[CH:11][CH:10]=1. Product: [Cl:8][C:9]1[CH:10]=[CH:11][C:12]([N:15]=[C:16]2[CH2:17][CH2:18][CH:19]3[CH:24]([CH:23]=[CH:22][CH2:21][CH2:20]3)[S:25]2)=[CH:13][CH:14]=1. The catalyst class is: 6. (2) Reactant: [O:1]=[C:2]([C@H:16]([CH3:32])[C@@H:17]([O:23][C:24]([O:26][CH2:27][C:28]([Cl:31])([Cl:30])[Cl:29])=[O:25])[C@@H:18]([CH3:22])[CH2:19][CH:20]=[CH2:21])[C:3]([CH3:15])([CH3:14])[C@@H:4]([OH:13])[CH2:5][C:6]([O:8][C:9]([CH3:12])([CH3:11])[CH3:10])=[O:7].N1C=CN=C1.[CH2:38]([Si:40](Cl)([CH2:43][CH3:44])[CH2:41][CH3:42])[CH3:39].O. Product: [O:1]=[C:2]([C@H:16]([CH3:32])[C@@H:17]([O:23][C:24]([O:26][CH2:27][C:28]([Cl:29])([Cl:30])[Cl:31])=[O:25])[C@@H:18]([CH3:22])[CH2:19][CH:20]=[CH2:21])[C:3]([CH3:14])([CH3:15])[C@@H:4]([O:13][Si:40]([CH2:43][CH3:44])([CH2:41][CH3:42])[CH2:38][CH3:39])[CH2:5][C:6]([O:8][C:9]([CH3:12])([CH3:11])[CH3:10])=[O:7]. The catalyst class is: 9. (3) Reactant: [OH-].[K+].[CH3:3][O:4][C:5](=[O:31])[CH:6]([NH:15][C:16]1[CH:21]=[CH:20][CH:19]=[CH:18][C:17]=1[C:22](=[O:30])[C:23]1[CH:28]=[CH:27][C:26]([CH3:29])=[CH:25][CH:24]=1)[CH2:7][C:8]1[CH:13]=[CH:12][C:11]([OH:14])=[CH:10][CH:9]=1.[Br:32][CH2:33][CH2:34]Br. Product: [CH3:3][O:4][C:5](=[O:31])[CH:6]([NH:15][C:16]1[CH:21]=[CH:20][CH:19]=[CH:18][C:17]=1[C:22](=[O:30])[C:23]1[CH:28]=[CH:27][C:26]([CH3:29])=[CH:25][CH:24]=1)[CH2:7][C:8]1[CH:9]=[CH:10][C:11]([O:14][CH2:34][CH2:33][Br:32])=[CH:12][CH:13]=1. The catalyst class is: 8. (4) Reactant: Br[C:2]1[N:6]2[C:7]3[CH:19]=[CH:18][CH:17]=[N:16][C:8]=3[NH:9][C:10]3[CH:15]=[CH:14][CH:13]=[CH:12][C:11]=3[C:5]2=[N:4][C:3]=1[C:20]1[CH:25]=[CH:24][CH:23]=[CH:22][CH:21]=1.[CH3:26][C:27]([NH:44][C:45](=[O:51])[O:46][C:47]([CH3:50])([CH3:49])[CH3:48])([C:29]1[CH:34]=[CH:33][C:32](B2OC(C)(C)C(C)(C)O2)=[CH:31][CH:30]=1)[CH3:28].P([O-])([O-])([O-])=O.[K+].[K+].[K+]. Product: [CH3:28][C:27]([NH:44][C:45](=[O:51])[O:46][C:47]([CH3:48])([CH3:49])[CH3:50])([C:29]1[CH:30]=[CH:31][C:32]([C:2]2[N:6]3[C:7]4[CH:19]=[CH:18][CH:17]=[N:16][C:8]=4[NH:9][C:10]4[CH:15]=[CH:14][CH:13]=[CH:12][C:11]=4[C:5]3=[N:4][C:3]=2[C:20]2[CH:21]=[CH:22][CH:23]=[CH:24][CH:25]=2)=[CH:33][CH:34]=1)[CH3:26]. The catalyst class is: 38. (5) Reactant: [N:1]1([C:7]2[N:8]=[C:9](O)[C:10]3[CH2:16][CH2:15][N:14]([C:17]4[C:22]([C:23]([F:26])([F:25])[F:24])=[CH:21][CH:20]=[CH:19][N:18]=4)[CH2:13][CH2:12][C:11]=3[N:27]=2)[CH2:6][CH2:5][CH2:4][CH2:3][CH2:2]1.[CH3:29]C([O-])(C)C.[K+].C(OC(C1C(=O)CCN([C:48]2[C:53]([C:54]([F:57])([F:56])[F:55])=[CH:52][CH:51]=[CH:50][N:49]=2)CC1)=O)C.Br.N1(C(=N)N)CCCCC1. Product: [N:1]1([C:7]2[N:8]=[C:9]([NH:49][C:50]3[CH:51]=[CH:52][C:53]([C:54]([F:55])([F:56])[F:57])=[CH:48][CH:29]=3)[C:10]3[CH2:16][CH2:15][N:14]([C:17]4[C:22]([C:23]([F:26])([F:25])[F:24])=[CH:21][CH:20]=[CH:19][N:18]=4)[CH2:13][CH2:12][C:11]=3[N:27]=2)[CH2:6][CH2:5][CH2:4][CH2:3][CH2:2]1. The catalyst class is: 218.